This data is from Full USPTO retrosynthesis dataset with 1.9M reactions from patents (1976-2016). The task is: Predict the reactants needed to synthesize the given product. (1) Given the product [C:40]([CH2:39][C:36]1[CH:37]=[CH:38][C:33]([CH2:31][CH2:2][CH2:1][NH:3][C:4]2[CH:9]=[C:8]([O:10][CH3:11])[C:7]([O:12][CH3:13])=[CH:6][C:5]=2[C@H:14]2[CH2:23][CH2:22][C:21]3[CH:20]=[C:19]([O:24][C:25](=[O:30])[C:26]([CH3:29])([CH3:28])[CH3:27])[CH:18]=[CH:17][C:16]=3[CH2:15]2)=[CH:34][CH:35]=1)([OH:42])=[O:41], predict the reactants needed to synthesize it. The reactants are: [CH2:1]([NH:3][C:4]1[CH:9]=[C:8]([O:10][CH3:11])[C:7]([O:12][CH3:13])=[CH:6][C:5]=1[C@H:14]1[CH2:23][CH2:22][C:21]2[CH:20]=[C:19]([O:24][C:25](=[O:30])[C:26]([CH3:29])([CH3:28])[CH3:27])[CH:18]=[CH:17][C:16]=2[CH2:15]1)[CH3:2].[CH:31]([C:33]1[CH:38]=[CH:37][C:36]([CH2:39][C:40]([OH:42])=[O:41])=[CH:35][CH:34]=1)=O. (2) Given the product [C:23]1([CH2:29][CH2:30][CH2:31][CH2:32][CH2:33][C:34]([NH:7][CH:6]2[CH2:5][CH2:4][N:3]([C:37]([O:38][C:21]3[CH:22]=[N:14][CH:18]=[CH:19][CH:20]=3)=[O:40])[CH2:12][CH2:42]2)=[O:36])[CH:24]=[CH:25][CH:26]=[CH:27][CH:28]=1, predict the reactants needed to synthesize it. The reactants are: Cl.C[N:3]([CH3:12])[CH2:4][CH2:5][CH2:6][N:7]=C=NCC.O[N:14]1[C:18]2[CH:19]=[CH:20][CH:21]=[CH:22]C=2N=N1.[C:23]1([CH2:29][CH2:30][CH2:31][CH2:32][CH2:33][C:34]([OH:36])=O)[CH:28]=[CH:27][CH:26]=[CH:25][CH:24]=1.[C:37](=[O:40])([O-])[OH:38].[Na+].[CH3:42]N(C)C=O. (3) Given the product [ClH:35].[NH2:8][CH:9]([C:29](=[O:33])[N:30]([CH3:32])[CH3:31])[CH2:10][C:11]1[CH:28]=[CH:27][C:14]([O:15][C:16]2[CH:21]=[CH:20][C:19]([CH2:22][CH2:23][C:24]([OH:26])=[O:25])=[CH:18][CH:17]=2)=[CH:13][CH:12]=1, predict the reactants needed to synthesize it. The reactants are: C(OC([NH:8][CH:9]([C:29](=[O:33])[N:30]([CH3:32])[CH3:31])[CH2:10][C:11]1[CH:28]=[CH:27][C:14]([O:15][C:16]2[CH:21]=[CH:20][C:19]([CH2:22][CH2:23][C:24]([OH:26])=[O:25])=[CH:18][CH:17]=2)=[CH:13][CH:12]=1)=O)(C)(C)C.C(Cl)[Cl:35].